From a dataset of Full USPTO retrosynthesis dataset with 1.9M reactions from patents (1976-2016). Predict the reactants needed to synthesize the given product. (1) The reactants are: [CH3:1][O:2][C:3](=[O:40])[N:4]([CH2:27][C:28]1[CH:33]=[C:32]([C:34]([F:37])([F:36])[F:35])[CH:31]=[C:30]([C:38]#[N:39])[CH:29]=1)[CH2:5][C:6]1[CH:11]=[C:10]([C:12]([F:15])([F:14])[F:13])[CH:9]=[CH:8][C:7]=1[C:16]1[CH:21]=[C:20]([CH:22]([CH3:24])[CH3:23])[CH:19]=[CH:18][C:17]=1[O:25][CH3:26].C([O-])([O-])=[O:42].[K+].[K+].OO.O. Given the product [CH3:1][O:2][C:3](=[O:40])[N:4]([CH2:27][C:28]1[CH:33]=[C:32]([C:34]([F:37])([F:36])[F:35])[CH:31]=[C:30]([C:38]([NH2:39])=[O:42])[CH:29]=1)[CH2:5][C:6]1[CH:11]=[C:10]([C:12]([F:14])([F:15])[F:13])[CH:9]=[CH:8][C:7]=1[C:16]1[CH:21]=[C:20]([CH:22]([CH3:24])[CH3:23])[CH:19]=[CH:18][C:17]=1[O:25][CH3:26], predict the reactants needed to synthesize it. (2) Given the product [Br:14][C:15]1[CH:16]=[C:17]([Cl:22])[C:7]([N:1]2[CH2:2][CH2:3][NH:4][CH2:5][CH2:6]2)=[N:19][CH:20]=1, predict the reactants needed to synthesize it. The reactants are: [N:1]1([C:7](OC(C)(C)C)=O)[CH2:6][CH2:5][NH:4][CH2:3][CH2:2]1.[Br:14][C:15]1[CH:16]=[C:17]([Cl:22])C(Cl)=[N:19][CH:20]=1.CCN(C(C)C)C(C)C.C(O)(C(F)(F)F)=O. (3) Given the product [NH2:39][C:36]1[N:37]=[CH:38][C:33]([C:19]2[CH:20]=[CH:21][C:22]([C:2]3[CH:7]=[CH:6][CH:5]=[CH:4][C:3]=3[S:8]([N:11]3[CH2:14][CH:13]([C:15]#[N:16])[CH2:12]3)(=[O:10])=[O:9])=[CH:23][C:18]=2[F:17])=[CH:34][N:35]=1, predict the reactants needed to synthesize it. The reactants are: Br[C:2]1[CH:7]=[CH:6][CH:5]=[CH:4][C:3]=1[S:8]([N:11]1[CH2:14][CH:13]([C:15]#[N:16])[CH2:12]1)(=[O:10])=[O:9].[F:17][C:18]1[CH:23]=[C:22](B2OC(C)(C)C(C)(C)O2)[CH:21]=[CH:20][C:19]=1[C:33]1[CH:34]=[N:35][C:36]([NH2:39])=[N:37][CH:38]=1.